The task is: Predict the reactants needed to synthesize the given product.. This data is from Full USPTO retrosynthesis dataset with 1.9M reactions from patents (1976-2016). Given the product [C:2]1([NH:1][C:8]([N:10]2[C:18]3[C:13](=[CH:14][C:15]([O:19][C:20]4[CH:25]=[CH:24][N:23]=[C:22]([NH:26][C:27]([CH:29]5[CH2:34][CH2:33][NH:32][CH2:31][CH2:30]5)=[O:28])[CH:21]=4)=[CH:16][CH:17]=3)[C:12]([Cl:42])=[CH:11]2)=[O:9])[CH:7]=[CH:6][CH:5]=[CH:4][CH:3]=1, predict the reactants needed to synthesize it. The reactants are: [NH:1]([C:8]([N:10]1[C:18]2[C:13](=[CH:14][C:15]([O:19][C:20]3[CH:25]=[CH:24][N:23]=[C:22]([NH:26][C:27]([CH:29]4[CH2:34][CH2:33][N:32](C(OC(C)(C)C)=O)[CH2:31][CH2:30]4)=[O:28])[CH:21]=3)=[CH:16][CH:17]=2)[C:12]([Cl:42])=[CH:11]1)=[O:9])[C:2]1[CH:7]=[CH:6][CH:5]=[CH:4][CH:3]=1.O.C(=O)(O)[O-].[Na+].[OH-].[Na+].